Task: Predict which catalyst facilitates the given reaction.. Dataset: Catalyst prediction with 721,799 reactions and 888 catalyst types from USPTO (1) Reactant: [Br:1][C:2]1[C:9]([F:10])=[CH:8][C:5]([CH:6]=O)=[C:4]([F:11])[CH:3]=1.Cl.[CH3:13][C@H:14]1[CH2:19][O:18][CH2:17][CH2:16][NH:15]1.C(O[BH-](OC(=O)C)OC(=O)C)(=O)C.[Na+].C(N(CC)CC)C.C([O-])(O)=O.[Na+]. Product: [Br:1][C:2]1[C:9]([F:10])=[CH:8][C:5]([CH2:6][N:15]2[CH2:16][CH2:17][O:18][CH2:19][C@@H:14]2[CH3:13])=[C:4]([F:11])[CH:3]=1. The catalyst class is: 68. (2) Reactant: Cl[CH:2]([C:4]1[NH:5][C:6](=[O:14])[C:7]2[CH2:13][O:12][CH2:11][CH2:10][C:8]=2[N:9]=1)[CH3:3].[CH3:15][NH2:16].O. Product: [CH3:15][NH:16][CH:2]([C:4]1[NH:5][C:6](=[O:14])[C:7]2[CH2:13][O:12][CH2:11][CH2:10][C:8]=2[N:9]=1)[CH3:3]. The catalyst class is: 5. (3) Reactant: [Si:1]([O:8][CH2:9][CH:10]([OH:23])[CH2:11][N:12]1[CH:16]=[C:15]([N+:17]([O-:19])=[O:18])[N:14]=[C:13]1[N+]([O-])=O)([C:4]([CH3:7])([CH3:6])[CH3:5])([CH3:3])[CH3:2].[H-].[Na+]. Product: [Si:1]([O:8][CH2:9][CH:10]1[O:23][C:13]2=[N:14][C:15]([N+:17]([O-:19])=[O:18])=[CH:16][N:12]2[CH2:11]1)([C:4]([CH3:7])([CH3:6])[CH3:5])([CH3:3])[CH3:2]. The catalyst class is: 3. (4) Reactant: [Br:1]/[CH:2]=[CH:3]/[C:4]1[C:5](=[O:35])[NH:6][C:7](=[O:34])[N:8]([C@H:10]2[O:14][C@H:13]([CH2:15][O:16][Si](C(C)(C)C)(C3C=CC=CC=3)C3C=CC=CC=3)[O:12][CH2:11]2)[CH:9]=1.[F-].C([N+](CCCC)(CCCC)CCCC)CCC. Product: [Br:1]/[CH:2]=[CH:3]/[C:4]1[C:5](=[O:35])[NH:6][C:7](=[O:34])[N:8]([C@H:10]2[O:14][C@H:13]([CH2:15][OH:16])[O:12][CH2:11]2)[CH:9]=1. The catalyst class is: 23. (5) Reactant: [F-].[K+].Br[CH:4]([CH2:9][C:10]1[CH:15]=[CH:14][CH:13]=[CH:12][CH:11]=1)[C:5]([O:7]C)=O.[NH2:16][C:17]1[CH:22]=[CH:21][C:20]([N+:23]([O-:25])=[O:24])=[CH:19][C:18]=1[OH:26]. Product: [CH2:9]([CH:4]1[C:5](=[O:7])[NH:16][C:17]2[CH:22]=[CH:21][C:20]([N+:23]([O-:25])=[O:24])=[CH:19][C:18]=2[O:26]1)[C:10]1[CH:15]=[CH:14][CH:13]=[CH:12][CH:11]=1. The catalyst class is: 3. (6) Reactant: [I:1][C:2]1[CH:7]=[CH:6][C:5]([N+:8]([O-:10])=[O:9])=[CH:4][C:3]=1[OH:11].C(=O)([O-])[O-].[K+].[K+].I[CH2:19][CH3:20]. Product: [CH2:19]([O:11][C:3]1[CH:4]=[C:5]([N+:8]([O-:10])=[O:9])[CH:6]=[CH:7][C:2]=1[I:1])[CH3:20]. The catalyst class is: 18.